From a dataset of Forward reaction prediction with 1.9M reactions from USPTO patents (1976-2016). Predict the product of the given reaction. (1) Given the reactants [NH2:1][NH:2][C:3]([C:5]1[CH:10]=[CH:9][CH:8]=[C:7]([CH3:11])[N:6]=1)=[NH:4].[Br:12][C:13]1[CH:20]=[CH:19][C:16]([CH:17]=O)=[CH:15][CH:14]=1, predict the reaction product. The product is: [Br:12][C:13]1[CH:20]=[CH:19][C:16]([C:17]2[NH:1][N:2]=[C:3]([C:5]3[CH:10]=[CH:9][CH:8]=[C:7]([CH3:11])[N:6]=3)[N:4]=2)=[CH:15][CH:14]=1. (2) Given the reactants [CH2:1]([O:8][CH2:9][CH2:10][C@H:11]([NH:25][C:26]([O:28][C:29]([CH3:32])([CH3:31])[CH3:30])=[O:27])[C:12]([NH:14][N:15]1[CH:19]=[CH:18][C:17]([Br:20])=[C:16]1[C:21]([O:23]C)=O)=[O:13])[C:2]1[CH:7]=[CH:6][CH:5]=[CH:4][CH:3]=1.[NH2:33][C:34]1[CH:39]=[CH:38][CH:37]=[CH:36][CH:35]=1.C[Al](C)C, predict the reaction product. The product is: [CH2:1]([O:8][CH2:9][CH2:10][C@H:11]([NH:25][C:26](=[O:27])[O:28][C:29]([CH3:30])([CH3:32])[CH3:31])[C:12]([NH:14][N:15]1[CH:19]=[CH:18][C:17]([Br:20])=[C:16]1[C:21](=[O:23])[NH:33][C:34]1[CH:39]=[CH:38][CH:37]=[CH:36][CH:35]=1)=[O:13])[C:2]1[CH:7]=[CH:6][CH:5]=[CH:4][CH:3]=1. (3) The product is: [CH2:20]([O:19][CH:18]([O:22][CH2:23][CH3:24])[CH2:17][O:15][C:12]1[CH:13]=[CH:14][C:9]([CH2:8][OH:7])=[CH:10][CH:11]=1)[CH3:21]. Given the reactants C(=O)([O-])[O-].[Cs+].[Cs+].[OH:7][CH2:8][C:9]1[CH:14]=[CH:13][C:12]([OH:15])=[CH:11][CH:10]=1.Br[CH2:17][CH:18]([O:22][CH2:23][CH3:24])[O:19][CH2:20][CH3:21].O, predict the reaction product. (4) The product is: [Br:1][C:2]1[C:3]([Cl:10])=[CH:4][C:5]([CH:11]=[CH2:12])=[C:6]([NH2:8])[CH:7]=1. Given the reactants [Br:1][C:2]1[C:3]([Cl:10])=[CH:4][C:5](I)=[C:6]([NH2:8])[CH:7]=1.[CH2:11]([Sn](CCCC)(CCCC)C=C)[CH2:12]CC, predict the reaction product. (5) Given the reactants [C:1]([C:3]1[CH:4]=[C:5]([C:13]2[O:17][N:16]=[C:15]([C:18]3[C:19]([CH3:40])=[C:20]4[C:25](=[CH:26][CH:27]=3)[CH2:24][N:23]([C:28](=[O:39])[CH2:29][CH2:30][NH:31]C(=O)OC(C)(C)C)[CH2:22][CH2:21]4)[N:14]=2)[CH:6]=[CH:7][C:8]=1[O:9][CH:10]([CH3:12])[CH3:11])#[N:2].[ClH:41].C(OCC)C, predict the reaction product. The product is: [ClH:41].[NH2:31][CH2:30][CH2:29][C:28]([N:23]1[CH2:22][CH2:21][C:20]2[C:25](=[CH:26][CH:27]=[C:18]([C:15]3[N:14]=[C:13]([C:5]4[CH:6]=[CH:7][C:8]([O:9][CH:10]([CH3:12])[CH3:11])=[C:3]([CH:4]=4)[C:1]#[N:2])[O:17][N:16]=3)[C:19]=2[CH3:40])[CH2:24]1)=[O:39]. (6) Given the reactants C(OC([NH:11][C@H:12]1[CH2:17][CH2:16][N:15]([C:18]2[CH:19]=[C:20]([CH:25]=[C:26]([O:28][CH3:29])[CH:27]=2)[C:21]([O:23][CH3:24])=[O:22])[CH2:14][C@H:13]1[O:30][CH3:31])=O)C1C=CC=CC=1.CO, predict the reaction product. The product is: [NH2:11][C@H:12]1[CH2:17][CH2:16][N:15]([C:18]2[CH:19]=[C:20]([CH:25]=[C:26]([O:28][CH3:29])[CH:27]=2)[C:21]([O:23][CH3:24])=[O:22])[CH2:14][C@H:13]1[O:30][CH3:31]. (7) Given the reactants [Cl:1][C:2]1[N:7]=[C:6]([NH:8][C:9]2[CH:10]=[C:11]([CH2:15][CH2:16][C:17]3[CH:18]=[C:19]([NH:23]C(=O)OC(C)(C)C)[CH:20]=[N:21][CH:22]=3)[CH:12]=[CH:13][CH:14]=2)[C:5]([F:31])=[CH:4][N:3]=1.CO.[ClH:34], predict the reaction product. The product is: [ClH:1].[ClH:34].[NH2:23][C:19]1[CH:18]=[C:17]([CH2:16][CH2:15][C:11]2[CH:10]=[C:9]([NH:8][C:6]3[C:5]([F:31])=[CH:4][N:3]=[C:2]([Cl:1])[N:7]=3)[CH:14]=[CH:13][CH:12]=2)[CH:22]=[N:21][CH:20]=1. (8) Given the reactants C(OC(N1CCC[C@H]1CO[C:15]1[CH:24]=[CH:23][C:18]([C:19]([O:21]C)=[O:20])=[CH:17][CH:16]=1)=O)(C)(C)C.[ClH:25].C[CH2:27][OH:28], predict the reaction product. The product is: [ClH:25].[CH3:27][O:28][C:17]1[CH:16]=[CH:15][CH:24]=[CH:23][C:18]=1[C:19]([OH:21])=[O:20]. (9) Given the reactants [NH2:1][C:2]1[CH:7]=[C:6]([OH:8])[CH:5]=[CH:4][C:3]=1[S:9][C:10]1[CH:15]=[CH:14][C:13]([NH:16][C:17](=[O:19])[CH3:18])=[CH:12][CH:11]=1.[CH3:20][C:21]([CH2:23]Br)=[CH2:22].C(=O)([O-])[O-].[K+].[K+], predict the reaction product. The product is: [NH2:1][C:2]1[CH:7]=[C:6]([O:8][CH2:22][C:21]([CH3:23])=[CH2:20])[CH:5]=[CH:4][C:3]=1[S:9][C:10]1[CH:15]=[CH:14][C:13]([NH:16][C:17](=[O:19])[CH3:18])=[CH:12][CH:11]=1.